From a dataset of Forward reaction prediction with 1.9M reactions from USPTO patents (1976-2016). Predict the product of the given reaction. (1) Given the reactants FC(F)(F)S(O[C:7]1[CH:12]=[CH:11][C:10]([CH:13]=[O:14])=[C:9]([Cl:15])[C:8]=1[Cl:16])(=O)=O.[C:19]1(B(O)O)[C:28]2[C:23](=[CH:24][CH:25]=[CH:26][CH:27]=2)[CH:22]=[CH:21][CH:20]=1.C([O-])([O-])=O.[Na+].[Na+], predict the reaction product. The product is: [Cl:15][C:9]1[C:8]([Cl:16])=[C:7]([C:27]2[C:28]3[C:23](=[CH:22][CH:21]=[CH:20][CH:19]=3)[CH:24]=[CH:25][CH:26]=2)[CH:12]=[CH:11][C:10]=1[CH:13]=[O:14]. (2) Given the reactants C([O:5][C:6](=[O:42])[CH2:7][NH:8][C:9](=[O:41])[CH2:10][O:11][C:12]1[C:17]([CH3:18])=[CH:16][C:15]([C:19]2[O:20][C:21]3[N:22]=[C:23]([CH2:32][C:33]4[CH:38]=[CH:37][C:36]([Cl:39])=[CH:35][CH:34]=4)[N:24]=[C:25]([O:28][CH2:29][CH2:30][CH3:31])[C:26]=3[N:27]=2)=[CH:14][C:13]=1[CH3:40])(C)(C)C, predict the reaction product. The product is: [Cl:39][C:36]1[CH:35]=[CH:34][C:33]([CH2:32][C:23]2[N:24]=[C:25]([O:28][CH2:29][CH2:30][CH3:31])[C:26]3[N:27]=[C:19]([C:15]4[CH:16]=[C:17]([CH3:18])[C:12]([O:11][CH2:10][C:9]([NH:8][CH2:7][C:6]([OH:42])=[O:5])=[O:41])=[C:13]([CH3:40])[CH:14]=4)[O:20][C:21]=3[N:22]=2)=[CH:38][CH:37]=1. (3) Given the reactants Br[C:2]1[CH:7]=[CH:6][CH:5]=[CH:4][CH:3]=1.[C:8]1(B(O)O)[C:17]2[C:12](=[CH:13][CH:14]=[CH:15][CH:16]=2)[CH:11]=[CH:10][CH:9]=1.C(N(CC)CC)C, predict the reaction product. The product is: [C:2]1([C:16]2[C:17]3[C:12](=[CH:11][CH:10]=[CH:9][CH:8]=3)[CH:13]=[CH:14][CH:15]=2)[CH:7]=[CH:6][CH:5]=[CH:4][CH:3]=1.